From a dataset of Forward reaction prediction with 1.9M reactions from USPTO patents (1976-2016). Predict the product of the given reaction. (1) Given the reactants N([O-])=O.[Na+].[OH2:5].N[C:7]1[CH:8]=[C:9]2[C:22](=[CH:23][CH:24]=1)[CH2:21][C@:11]1([C:19]3[C:14](=[N:15][CH:16]=[CH:17][CH:18]=3)[NH:13][C:12]1=[O:20])[CH2:10]2, predict the reaction product. The product is: [OH:5][C:7]1[CH:8]=[C:9]2[C:22](=[CH:23][CH:24]=1)[CH2:21][C@:11]1([C:19]3[C:14](=[N:15][CH:16]=[CH:17][CH:18]=3)[NH:13][C:12]1=[O:20])[CH2:10]2. (2) Given the reactants [NH2:1][C:2]1[C:3]([C:7]2[N:8]([CH2:38][CH3:39])[C:9]3[CH:14]=[C:13]([CH:15]([C:30]4[CH:35]=[CH:34][CH:33]=[CH:32][CH:31]=4)[O:16][CH2:17][CH2:18][N:19]4[C:27](=[O:28])[C:26]5[C:21](=[CH:22][CH:23]=[CH:24][CH:25]=5)[C:20]4=[O:29])[N:12]=[C:11](Cl)[C:10]=3[N:37]=2)=[N:4][O:5][N:6]=1.[OH:40][C:41]([CH3:45])([C:43]#[CH:44])[CH3:42], predict the reaction product. The product is: [NH2:1][C:2]1[C:3]([C:7]2[N:8]([CH2:38][CH3:39])[C:9]3[CH:14]=[C:13]([CH:15]([C:30]4[CH:35]=[CH:34][CH:33]=[CH:32][CH:31]=4)[O:16][CH2:17][CH2:18][N:19]4[C:27](=[O:28])[C:26]5[C:21](=[CH:22][CH:23]=[CH:24][CH:25]=5)[C:20]4=[O:29])[N:12]=[C:11]([C:44]#[C:43][C:41]([OH:40])([CH3:45])[CH3:42])[C:10]=3[N:37]=2)=[N:4][O:5][N:6]=1. (3) Given the reactants [N:1]1[C:11]2[C:6](=[CH:7][CH:8]=[CH:9][CH:10]=2)[C:4]([CH3:5])=[CH:3][CH:2]=1.[Cl:12][CH2:13][CH2:14][OH:15], predict the reaction product. The product is: [Cl-:12].[OH:15][CH2:14][CH2:13][N+:1]1[C:11]2[C:6](=[CH:7][CH:8]=[CH:9][CH:10]=2)[C:4]([CH3:5])=[CH:3][CH:2]=1. (4) Given the reactants [F:1][C:2]1[CH:8]=[C:7]([O:9][C:10]2[CH:15]=[CH:14][C:13]([C:16]3[N:17]=[C:18]([CH2:21][O:22][C:23]4[CH:28]=[CH:27][CH:26]=[CH:25][CH:24]=4)[NH:19][CH:20]=3)=[CH:12][CH:11]=2)[CH:6]=[CH:5][C:3]=1[NH2:4].C(N(CC)CC)C.[S:36](Cl)([N:39]=[C:40]=[O:41])(=[O:38])=[O:37].[C:43]([OH:47])([CH3:46])([CH3:45])[CH3:44], predict the reaction product. The product is: [F:1][C:2]1[CH:8]=[C:7]([O:9][C:10]2[CH:11]=[CH:12][C:13]([C:16]3[N:17]=[C:18]([CH2:21][O:22][C:23]4[CH:24]=[CH:25][CH:26]=[CH:27][CH:28]=4)[NH:19][CH:20]=3)=[CH:14][CH:15]=2)[CH:6]=[CH:5][C:3]=1[NH:4][S:36]([NH:39][C:40](=[O:41])[O:47][C:43]([CH3:46])([CH3:45])[CH3:44])(=[O:38])=[O:37].